Dataset: Full USPTO retrosynthesis dataset with 1.9M reactions from patents (1976-2016). Task: Predict the reactants needed to synthesize the given product. (1) Given the product [O:30]1[CH2:29][CH:28]1[CH2:26][N:6]1[C:5]2[CH:4]=[C:3]([C:2]([F:1])([F:17])[F:18])[CH:16]=[CH:15][C:14]=2[S:13][C:12]2[C:7]1=[CH:8][CH:9]=[CH:10][CH:11]=2, predict the reactants needed to synthesize it. The reactants are: [F:1][C:2]([F:18])([F:17])[C:3]1[CH:16]=[CH:15][C:14]2[S:13][C:12]3[C:7](=[CH:8][CH:9]=[CH:10][CH:11]=3)[NH:6][C:5]=2[CH:4]=1.CN(C=O)C.[OH-].[K+].[CH2:26]([CH:28]1[O:30][CH2:29]1)Br. (2) Given the product [NH2:36][C:35]1[N:31]([CH3:30])[N:32]=[CH:33][C:34]=1[NH:37][C:13](=[O:15])[C@@H:12]([NH:11][C:9](=[O:10])[O:8][CH2:1][C:2]1[CH:3]=[CH:4][CH:5]=[CH:6][CH:7]=1)[CH2:16][NH:17][C:18](=[O:19])[O:20][C:21]([CH3:24])([CH3:23])[CH3:22], predict the reactants needed to synthesize it. The reactants are: [CH2:1]([O:8][C:9]([NH:11][C@@H:12]([CH2:16][NH:17][C:18]([O:20][C:21]([CH3:24])([CH3:23])[CH3:22])=[O:19])[C:13]([OH:15])=O)=[O:10])[C:2]1[CH:7]=[CH:6][CH:5]=[CH:4][CH:3]=1.S(O)(O)(=O)=O.[CH3:30][N:31]1[C:35]([NH2:36])=[C:34]([NH2:37])[CH:33]=[N:32]1.C(N(CC)CC)C.Cl.CN(C)CCCN=C=NCC. (3) The reactants are: C(N1C2C(=CC(S(N)(=O)=O)=CC=2)CC1)C.[Cl:16][C:17]1[CH:18]=[C:19]([CH:35]=[CH:36][C:37]=1[Cl:38])[C:20]([N:22]1[C:30]2[C:25](=[CH:26][C:27]([S:31]([NH2:34])(=[O:33])=[O:32])=[CH:28][CH:29]=2)[CH2:24][CH2:23]1)=O. Given the product [Cl:16][C:17]1[CH:18]=[C:19]([CH:35]=[CH:36][C:37]=1[Cl:38])[CH2:20][N:22]1[C:30]2[C:25](=[CH:26][C:27]([S:31]([NH2:34])(=[O:33])=[O:32])=[CH:28][CH:29]=2)[CH2:24][CH2:23]1, predict the reactants needed to synthesize it. (4) Given the product [CH3:37][O:36][C:31]1[CH:32]=[C:33]2[C:28](=[CH:29][CH:30]=1)[N:27]=[CH:26][C:25]1[O:24][CH2:23][CH:22]([CH2:21][N:18]3[CH2:19][CH2:20][CH:15]([NH2:14])[CH2:16][CH2:17]3)[CH2:35][C:34]2=1, predict the reactants needed to synthesize it. The reactants are: FC(F)(F)C(O)=O.C(OC(=O)[NH:14][CH:15]1[CH2:20][CH2:19][N:18]([CH2:21][CH:22]2[CH2:35][C:34]3[C:33]4[C:28](=[CH:29][CH:30]=[C:31]([O:36][CH3:37])[CH:32]=4)[N:27]=[CH:26][C:25]=3[O:24][CH2:23]2)[CH2:17][CH2:16]1)(C)(C)C. (5) Given the product [C:1]([N:4]1[C:13]2[C:8](=[CH:9][C:10]([CH:14]3[CH2:15][CH2:16][N:17]([C:20]([O:22][C:23]([CH3:26])([CH3:25])[CH3:24])=[O:21])[CH2:18][CH2:19]3)=[CH:11][CH:12]=2)[C@H:7]([NH:27][C:40]2[CH:41]=[CH:42][C:37]([C:36]#[N:56])=[CH:38][CH:39]=2)[C@@H:6]([CH3:28])[C@@H:5]1[CH3:29])(=[O:3])[CH3:2], predict the reactants needed to synthesize it. The reactants are: [C:1]([N:4]1[C:13]2[C:8](=[CH:9][C:10]([CH:14]3[CH2:19][CH2:18][N:17]([C:20]([O:22][C:23]([CH3:26])([CH3:25])[CH3:24])=[O:21])[CH2:16][CH2:15]3)=[CH:11][CH:12]=2)[C@H:7]([NH2:27])[C@@H:6]([CH3:28])[C@@H:5]1[CH3:29])(=[O:3])[CH3:2].C(N1[C:42]2[C:37](=[CH:38][C:39](C3CCN(C(OC(C)(C)C)=O)CC3)=[CH:40][CH:41]=2)[C@H:36]([NH:56]C2C=NC(C)=CN=2)[C@@H](C)[C@@H]1C)(=O)C.CN(C1C(C2C(P(C3CCCCC3)C3CCCCC3)=CC=CC=2)=CC=CC=1)C.BrC1C=CC(C#N)=CC=1.CC(C)([O-])C.[Na+]. (6) Given the product [C:3]([N:6]1[C:15]2[C:10](=[CH:11][C:12]([C:16]([OH:18])=[O:17])=[CH:13][CH:14]=2)[C@H:9]([NH:23][C:24]([O:26][CH:27]([CH3:29])[CH3:28])=[O:25])[CH2:8][C@@H:7]1[CH3:30])(=[O:5])[CH3:4], predict the reactants needed to synthesize it. The reactants are: [OH-].[Li+].[C:3]([N:6]1[C:15]2[C:10](=[CH:11][C:12]([C:16]([O:18]CCCC)=[O:17])=[CH:13][CH:14]=2)[C@H:9]([NH:23][C:24]([O:26][CH:27]([CH3:29])[CH3:28])=[O:25])[CH2:8][C@@H:7]1[CH3:30])(=[O:5])[CH3:4]. (7) Given the product [Cl:1][C:2]1[CH:3]=[C:4]([C@@H:8]2[C@@H:13]([C:14]3[CH:15]=[CH:16][C:17]([Cl:20])=[CH:18][CH:19]=3)[N:12]([C@@H:21]([CH2:31][CH3:32])[CH2:22][N:23]([CH3:30])[S:24]([CH:27]3[CH2:29][CH2:28]3)(=[O:25])=[O:26])[C:11](=[O:33])[C@:10]([CH2:35][C:36]([NH:47][C:46]#[N:45])=[O:37])([CH3:34])[CH2:9]2)[CH:5]=[CH:6][CH:7]=1, predict the reactants needed to synthesize it. The reactants are: [Cl:1][C:2]1[CH:3]=[C:4]([C@@H:8]2[C@@H:13]([C:14]3[CH:19]=[CH:18][C:17]([Cl:20])=[CH:16][CH:15]=3)[N:12]([C@@H:21]([CH2:31][CH3:32])[CH2:22][N:23]([CH3:30])[S:24]([CH:27]3[CH2:29][CH2:28]3)(=[O:26])=[O:25])[C:11](=[O:33])[C@:10]([CH2:35][C:36](O)=[O:37])([CH3:34])[CH2:9]2)[CH:5]=[CH:6][CH:7]=1.C1([N:45]=[C:46]=[N:47]C2CCCCC2)CCCCC1.ON1C(=O)CCC1=O.N#CN.[Na]. (8) Given the product [CH3:3][S:4][C:5](=[CH:13][O:12][S:20]([C:17]1[CH:18]=[CH:19][C:14]([CH3:24])=[CH:15][CH:16]=1)(=[O:22])=[O:21])[C:6]([O:8][CH3:9])=[O:7].[Cl:23][CH:6]=[C:5]([S:4][CH3:3])[C:10]([O:12][CH3:13])=[O:11], predict the reactants needed to synthesize it. The reactants are: [H-].[Na+].[CH3:3][S:4][CH2:5][C:6]([O:8][CH3:9])=[O:7].[CH:10]([O:12][CH3:13])=[O:11].[C:14]1([CH3:24])[CH:19]=[CH:18][C:17]([S:20]([Cl:23])(=[O:22])=[O:21])=[CH:16][CH:15]=1.